Dataset: NCI-60 drug combinations with 297,098 pairs across 59 cell lines. Task: Regression. Given two drug SMILES strings and cell line genomic features, predict the synergy score measuring deviation from expected non-interaction effect. (1) Drug 1: C1=CC=C(C=C1)NC(=O)CCCCCCC(=O)NO. Drug 2: CN(C(=O)NC(C=O)C(C(C(CO)O)O)O)N=O. Cell line: HL-60(TB). Synergy scores: CSS=47.4, Synergy_ZIP=-0.776, Synergy_Bliss=-0.629, Synergy_Loewe=-69.3, Synergy_HSA=-1.81. (2) Drug 1: C(CC(=O)O)C(=O)CN.Cl. Drug 2: N.N.Cl[Pt+2]Cl. Cell line: MOLT-4. Synergy scores: CSS=59.5, Synergy_ZIP=0.563, Synergy_Bliss=0.698, Synergy_Loewe=-7.71, Synergy_HSA=4.08. (3) Drug 1: CNC(=O)C1=CC=CC=C1SC2=CC3=C(C=C2)C(=NN3)C=CC4=CC=CC=N4. Drug 2: C1=C(C(=O)NC(=O)N1)N(CCCl)CCCl. Cell line: HOP-62. Synergy scores: CSS=27.9, Synergy_ZIP=4.65, Synergy_Bliss=0.527, Synergy_Loewe=-2.74, Synergy_HSA=-2.12. (4) Drug 1: CC1CCC2CC(C(=CC=CC=CC(CC(C(=O)C(C(C(=CC(C(=O)CC(OC(=O)C3CCCCN3C(=O)C(=O)C1(O2)O)C(C)CC4CCC(C(C4)OC)OCCO)C)C)O)OC)C)C)C)OC. Drug 2: C(CC(=O)O)C(=O)CN.Cl. Cell line: UACC62. Synergy scores: CSS=1.22, Synergy_ZIP=-0.837, Synergy_Bliss=3.33, Synergy_Loewe=-12.9, Synergy_HSA=-1.25.